From a dataset of Catalyst prediction with 721,799 reactions and 888 catalyst types from USPTO. Predict which catalyst facilitates the given reaction. The catalyst class is: 4. Product: [CH3:1][N:2]1[C:13](=[O:14])[CH2:12][CH:11]([CH3:15])[C@H:3]1[C:4]([OH:6])=[O:5]. Reactant: [CH3:1][N:2]1[C:13](=[O:14])[CH2:12][CH:11]([CH3:15])[C@H:3]1[C:4]([O:6]C(C)(C)C)=[O:5].FC(F)(F)C(O)=O.